Dataset: Forward reaction prediction with 1.9M reactions from USPTO patents (1976-2016). Task: Predict the product of the given reaction. (1) The product is: [Cl:1][C:2]1[CH:3]=[C:4]([CH:8]=[CH:9][C:10]=1[O:11][CH2:12][C:13]1[CH:14]=[N:15][C:16]([O:20][CH3:21])=[C:17]([Cl:19])[CH:18]=1)[C:5]([NH:7][S:33]([CH3:32])(=[O:35])=[O:34])=[O:6]. Given the reactants [Cl:1][C:2]1[CH:3]=[C:4]([CH:8]=[CH:9][C:10]=1[O:11][CH2:12][C:13]1[CH:14]=[N:15][C:16]([O:20][CH3:21])=[C:17]([Cl:19])[CH:18]=1)[C:5]([NH2:7])=[O:6].C[Si](C)(C)[N-][Si](C)(C)C.[Li+].[CH3:32][S:33](Cl)(=[O:35])=[O:34], predict the reaction product. (2) The product is: [CH3:16][O:17][C:18]1[CH:26]=[CH:25][CH:24]=[CH:23][C:19]=1[C:20]([N:12]1[CH2:13][CH:14]2[CH:10]([CH2:9][N:8]([C:4]3[N:3]=[C:2]([CH3:1])[CH:7]=[CH:6][N:5]=3)[CH2:15]2)[CH2:11]1)=[O:21]. Given the reactants [CH3:1][C:2]1[CH:7]=[CH:6][N:5]=[C:4]([N:8]2[CH2:15][CH:14]3[CH:10]([CH2:11][NH:12][CH2:13]3)[CH2:9]2)[N:3]=1.[CH3:16][O:17][C:18]1[CH:26]=[CH:25][CH:24]=[CH:23][C:19]=1[C:20](O)=[O:21], predict the reaction product. (3) Given the reactants [CH:1]1([N:4]2[C:13]3[C:8](=[CH:9][CH:10]=[CH:11][CH:12]=3)[N:7]([C:14]([C:16]3[CH:17]=[N:18][CH:19]=[CH:20][C:21]=3[O:22][C:23]3[CH:28]=[C:27]([Cl:29])[C:26]([OH:30])=[CH:25][C:24]=3[Cl:31])=[O:15])[CH2:6][CH2:5]2)[CH2:3][CH2:2]1.[H-].[Na+].Br[CH2:35][C:36]([O:38][CH2:39][CH3:40])=[O:37], predict the reaction product. The product is: [CH2:39]([O:38][C:36](=[O:37])[CH2:35][O:30][C:26]1[CH:25]=[C:24]([Cl:31])[C:23]([O:22][C:21]2[CH:20]=[CH:19][N:18]=[CH:17][C:16]=2[C:14]([N:7]2[C:8]3[C:13](=[CH:12][CH:11]=[CH:10][CH:9]=3)[N:4]([CH:1]3[CH2:2][CH2:3]3)[CH2:5][CH2:6]2)=[O:15])=[CH:28][C:27]=1[Cl:29])[CH3:40]. (4) Given the reactants CN[C@@H]1CCCC[C@H]1NC.P([O-])([O-])([O-])=O.[K+].[K+].[K+].[CH:19]1([C:22]2[CH:27]=[CH:26][N:25]=[CH:24][C:23]=2[N:28]2[CH2:32][CH2:31][NH:30][C:29]2=[O:33])[CH2:21][CH2:20]1.[Cl:34][C:35]1[CH:40]=[C:39](I)[CH:38]=[CH:37][N:36]=1, predict the reaction product. The product is: [Cl:34][C:35]1[CH:40]=[C:39]([N:30]2[CH2:31][CH2:32][N:28]([C:23]3[CH:24]=[N:25][CH:26]=[CH:27][C:22]=3[CH:19]3[CH2:21][CH2:20]3)[C:29]2=[O:33])[CH:38]=[CH:37][N:36]=1. (5) Given the reactants [CH:1]1([S:4]([C:7]2[CH:12]=[CH:11][C:10]([CH:13]([C:36]3[NH:40][C:39]([C:41]4[CH:46]=[CH:45][CH:44]=[CH:43][N:42]=4)=[CH:38][CH:37]=3)[CH2:14][C@H:15]3[CH2:35][CH2:34][C:17]4(O[C@H](C5C=CC=CC=5)[C@@H](C5C=CC=CC=5)[O:18]4)[CH2:16]3)=[CH:9][CH:8]=2)(=[O:6])=[O:5])[CH2:3][CH2:2]1.Cl, predict the reaction product. The product is: [CH:1]1([S:4]([C:7]2[CH:12]=[CH:11][C:10]([CH:13]([C:36]3[NH:40][C:39]([C:41]4[CH:46]=[CH:45][CH:44]=[CH:43][N:42]=4)=[CH:38][CH:37]=3)[CH2:14][C@H:15]3[CH2:35][CH2:34][C:17](=[O:18])[CH2:16]3)=[CH:9][CH:8]=2)(=[O:5])=[O:6])[CH2:3][CH2:2]1. (6) The product is: [F:1][C:2]1[CH:3]=[CH:4][C:5]([C:8]2[O:12][C:11]([C:13]([F:16])([F:14])[F:15])=[N:10][C:9]=2[C:17]([OH:19])=[O:18])=[CH:6][CH:7]=1. Given the reactants [F:1][C:2]1[CH:7]=[CH:6][C:5]([C:8]2[O:12][C:11]([C:13]([F:16])([F:15])[F:14])=[N:10][C:9]=2[C:17]([O:19]CC)=[O:18])=[CH:4][CH:3]=1.[Li+].[OH-], predict the reaction product. (7) Given the reactants CS([O:5][CH2:6][CH2:7][C:8]1[CH:13]=[CH:12][C:11]([O:14][CH2:15][C:16]([N:18]([CH2:26][C:27]2[CH:32]=[CH:31][C:30]([F:33])=[CH:29][C:28]=2[F:34])[CH2:19][CH2:20][CH2:21][CH2:22][CH2:23][CH2:24][CH3:25])=[O:17])=[C:10]([O:35][CH3:36])[CH:9]=1)(=O)=O.[CH3:37][O:38][C:39](=[O:47])[C:40]1[CH:45]=[CH:44][CH:43]=[CH:42][C:41]=1O.C(=O)([O-])[O-].[K+].[K+], predict the reaction product. The product is: [F:34][C:28]1[CH:29]=[C:30]([F:33])[CH:31]=[CH:32][C:27]=1[CH2:26][N:18]([CH2:19][CH2:20][CH2:21][CH2:22][CH2:23][CH2:24][CH3:25])[C:16](=[O:17])[CH2:15][O:14][C:11]1[CH:12]=[CH:13][C:8]([CH2:7][CH2:6][O:5][C:41]2[CH:42]=[CH:43][CH:44]=[CH:45][C:40]=2[C:39]([O:38][CH3:37])=[O:47])=[CH:9][C:10]=1[O:35][CH3:36]. (8) Given the reactants [Cl:1][C:2]1[CH:7]=[CH:6][C:5]([C:8]([CH3:13])([CH3:12])[C:9]([OH:11])=O)=[CH:4][CH:3]=1.[NH2:14][CH2:15][CH2:16][CH2:17][N:18]1[CH2:23][CH2:22][CH:21]([C:24]2[CH:25]=[C:26]([NH:30][C:31](=[O:35])[CH:32]([CH3:34])[CH3:33])[CH:27]=[CH:28][CH:29]=2)[CH2:20][CH2:19]1, predict the reaction product. The product is: [Cl:1][C:2]1[CH:3]=[CH:4][C:5]([C:8]([CH3:13])([CH3:12])[C:9]([NH:14][CH2:15][CH2:16][CH2:17][N:18]2[CH2:23][CH2:22][CH:21]([C:24]3[CH:29]=[CH:28][CH:27]=[C:26]([NH:30][C:31](=[O:35])[CH:32]([CH3:33])[CH3:34])[CH:25]=3)[CH2:20][CH2:19]2)=[O:11])=[CH:6][CH:7]=1. (9) Given the reactants [F:1][C:2]1[CH:3]=[C:4]([CH:8]=[C:9]([I:12])[C:10]=1[CH3:11])[C:5](Cl)=[O:6].C(=O)([O-])[O-].[Na+].[Na+].[CH:19]1([NH2:22])[CH2:21][CH2:20]1, predict the reaction product. The product is: [CH:19]1([NH:22][C:5](=[O:6])[C:4]2[CH:8]=[C:9]([I:12])[C:10]([CH3:11])=[C:2]([F:1])[CH:3]=2)[CH2:21][CH2:20]1. (10) Given the reactants Cl[C:2]1[N:7]=[C:6]([CH3:8])[C:5]([N+:9]([O-:11])=[O:10])=[CH:4][CH:3]=1.[CH3:12][O-:13].[Na+].O, predict the reaction product. The product is: [CH3:12][O:13][C:2]1[N:7]=[C:6]([CH3:8])[C:5]([N+:9]([O-:11])=[O:10])=[CH:4][CH:3]=1.